Dataset: Full USPTO retrosynthesis dataset with 1.9M reactions from patents (1976-2016). Task: Predict the reactants needed to synthesize the given product. (1) Given the product [Cl:11][C:4]1[CH:3]=[C:2]([NH:17][CH2:16][C:15]2[CH:18]=[CH:19][CH:20]=[C:13]([I:12])[CH:14]=2)[C:7]([C:8]([NH2:10])=[O:9])=[CH:6][N:5]=1, predict the reactants needed to synthesize it. The reactants are: Cl[C:2]1[C:7]([C:8]([NH2:10])=[O:9])=[CH:6][N:5]=[C:4]([Cl:11])[CH:3]=1.[I:12][C:13]1[CH:14]=[C:15]([CH:18]=[CH:19][CH:20]=1)[CH2:16][NH2:17].CCN(C(C)C)C(C)C.O. (2) Given the product [Br:44][C:31]1[CH:32]=[CH:33][C:28]([C:23]2[NH:24][C:25](=[O:27])[C:26]3[C:18]([CH:12]4[CH2:17][CH2:16][CH2:15][CH2:14][CH2:13]4)=[N:19][N:20]([CH3:43])[C:21]=3[N:22]=2)=[CH:29][CH:30]=1, predict the reactants needed to synthesize it. The reactants are: N1C=CC=CC=1.CS(O)(=O)=O.[CH:12]1([C:18]2[C:26]3[C:25](=[O:27])[NH:24][C:23]([C:28]4[CH:33]=[CH:32][C:31](N5CCC(O)CC5)=[CH:30][C:29]=4OC)=[N:22][C:21]=3[N:20]([CH3:43])[N:19]=2)[CH2:17][CH2:16][CH2:15][CH2:14][CH2:13]1.[Br:44]C1C=CC(C(Cl)=O)=CC=1.C(=O)([O-])O.[Na+]. (3) Given the product [ClH:15].[N:1]1[CH:6]=[CH:5][CH:4]=[C:3]([CH:7]=[CH:8][C:9]([Cl:15])=[O:11])[CH:2]=1, predict the reactants needed to synthesize it. The reactants are: [N:1]1[CH:6]=[CH:5][CH:4]=[C:3]([CH:7]=[CH:8][C:9]([OH:11])=O)[CH:2]=1.C(Cl)(=O)C([Cl:15])=O.CN(C=O)C. (4) Given the product [Cl:1][C:2]1[CH:7]=[C:6]([N:22]2[CH2:23][CH:20]([OH:19])[CH2:21]2)[N:5]2[N:9]=[C:10]([C:12]3[CH:17]=[CH:16][CH:15]=[CH:14][CH:13]=3)[CH:11]=[C:4]2[N:3]=1, predict the reactants needed to synthesize it. The reactants are: [Cl:1][C:2]1[CH:7]=[C:6](Cl)[N:5]2[N:9]=[C:10]([C:12]3[CH:17]=[CH:16][CH:15]=[CH:14][CH:13]=3)[CH:11]=[C:4]2[N:3]=1.Cl.[OH:19][CH:20]1[CH2:23][NH:22][CH2:21]1.C(=O)([O-])[O-].[K+].[K+]. (5) The reactants are: Br[C:2]1[C:3]2[C:7]([CH:8]=[CH:9][CH:10]=1)=[N:6][N:5]1[CH:11]=[C:12]([C:16]3[CH:21]=[CH:20][CH:19]=[CH:18][CH:17]=3)[C:13]([Cl:15])=[N:14][C:4]=21.[C:22]([C:24]1[CH:29]=[CH:28][C:27](B(O)O)=[CH:26][CH:25]=1)#[N:23].C(=O)([O-])[O-].[Na+].[Na+].O1CCOCC1. Given the product [Cl:15][C:13]1[C:12]([C:16]2[CH:21]=[CH:20][CH:19]=[CH:18][CH:17]=2)=[CH:11][N:5]2[N:6]=[C:7]3[C:3]([C:2]([C:27]4[CH:28]=[CH:29][C:24]([C:22]#[N:23])=[CH:25][CH:26]=4)=[CH:10][CH:9]=[CH:8]3)=[C:4]2[N:14]=1, predict the reactants needed to synthesize it.